Dataset: Catalyst prediction with 721,799 reactions and 888 catalyst types from USPTO. Task: Predict which catalyst facilitates the given reaction. (1) Reactant: CS(O[CH2:6][CH2:7][O:8][C:9]1[CH:14]=[CH:13][C:12]([B:15]2[O:19][C:18]([CH3:21])([CH3:20])[C:17]([CH3:23])([CH3:22])[O:16]2)=[CH:11][CH:10]=1)(=O)=O.[NH2:24][C@@H:25]([CH3:35])[C@@H:26]([C:28]1[CH:33]=[CH:32][C:31]([OH:34])=[CH:30][CH:29]=1)[OH:27].C(OCC)(=O)C. Product: [CH3:21][C:18]1([CH3:20])[C:17]([CH3:22])([CH3:23])[O:16][B:15]([C:12]2[CH:11]=[CH:10][C:9]([O:8][CH2:7][CH2:6][NH:24][C@@H:25]([CH3:35])[C@@H:26]([C:28]3[CH:33]=[CH:32][C:31]([OH:34])=[CH:30][CH:29]=3)[OH:27])=[CH:14][CH:13]=2)[O:19]1. The catalyst class is: 9. (2) Reactant: C([O:3][C:4](=[O:36])[C:5]([O:8][C:9]1[CH:14]=[CH:13][CH:12]=[C:11]([O:15][CH2:16][CH2:17][C:18]2[N:19]=[C:20]([C:24]3[CH:29]=[CH:28][C:27]([C:30]4[CH:35]=[CH:34][CH:33]=[CH:32][CH:31]=4)=[CH:26][CH:25]=3)[O:21][C:22]=2[CH3:23])[CH:10]=1)([CH3:7])[CH3:6])C.[OH-].[Na+]. Product: [C:27]1([C:30]2[CH:35]=[CH:34][CH:33]=[CH:32][CH:31]=2)[CH:26]=[CH:25][C:24]([C:20]2[O:21][C:22]([CH3:23])=[C:18]([CH2:17][CH2:16][O:15][C:11]3[CH:10]=[C:9]([CH:14]=[CH:13][CH:12]=3)[O:8][C:5]([CH3:7])([CH3:6])[C:4]([OH:36])=[O:3])[N:19]=2)=[CH:29][CH:28]=1. The catalyst class is: 353.